From a dataset of Forward reaction prediction with 1.9M reactions from USPTO patents (1976-2016). Predict the product of the given reaction. (1) The product is: [C:7]([O:6][C:1]1[CH2:2][CH2:4][CH2:19][CH2:12][CH2:17][CH2:16][CH2:15][CH2:14][CH2:13][CH2:18][CH2:16][CH2:17][C@@H:12]([CH3:19])[CH:13]=1)(=[O:11])[CH:8]([CH3:9])[CH3:10]. Given the reactants [C:1]([O:6][C:7](=[O:11])[CH:8]([CH3:10])[CH3:9])(=O)[CH:2]([CH3:4])C.[C:12]1([CH3:19])[C:13]([CH3:18])=[CH:14][CH:15]=[CH:16][CH:17]=1, predict the reaction product. (2) Given the reactants [CH3:1][N:2]([CH3:21])[CH2:3][C@H:4]([C:6]([N:8]1[CH2:13][CH2:12][CH:11]([CH:14]2[CH2:19][CH2:18][N:17]([CH3:20])[CH2:16][CH2:15]2)[CH2:10][CH2:9]1)=[O:7])[NH2:5].[Cl:22][C:23]1[CH:24]=[CH:25][C:26]2[CH:30]=[C:29]([C:31](O)=[O:32])[S:28][C:27]=2[CH:34]=1, predict the reaction product. The product is: [ClH:22].[Cl:22][C:23]1[CH:24]=[CH:25][C:26]2[CH:30]=[C:29]([C:31]([NH:5][C@@H:4]([C:6]([N:8]3[CH2:9][CH2:10][CH:11]([CH:14]4[CH2:15][CH2:16][N:17]([CH3:20])[CH2:18][CH2:19]4)[CH2:12][CH2:13]3)=[O:7])[CH2:3][N:2]([CH3:21])[CH3:1])=[O:32])[S:28][C:27]=2[CH:34]=1. (3) Given the reactants [CH:1]1[C:13]2[CH:12]([CH2:14][O:15][C:16]([NH:18][C@H:19]([C:25]([OH:27])=[O:26])[CH2:20][CH2:21][CH2:22][CH2:23][NH2:24])=[O:17])[C:11]3[C:6](=[CH:7][CH:8]=[CH:9][CH:10]=3)[C:5]=2[CH:4]=[CH:3][CH:2]=1.[CH3:28][C:29]1[CH:34]=[C:33]([CH3:35])[CH:32]=[C:31]([CH3:36])[C:30]=1[S:37](Cl)(=[O:39])=[O:38], predict the reaction product. The product is: [CH3:28][C:29]1[CH:34]=[C:33]([CH3:35])[CH:32]=[C:31]([CH3:36])[C:30]=1[S:37]([NH:24][CH2:23][CH2:22][CH2:21][CH2:20][C@@H:19]([C:25]([OH:27])=[O:26])[NH:18][C:16]([O:15][CH2:14][CH:12]1[C:11]2[CH:10]=[CH:9][CH:8]=[CH:7][C:6]=2[C:5]2[C:13]1=[CH:1][CH:2]=[CH:3][CH:4]=2)=[O:17])(=[O:38])=[O:39]. (4) Given the reactants [NH2:1][C:2]1[C:3]2[C:10]([C:11]#[N:12])=[CH:9][N:8]([C@H:13]3[C@H:20]4[C@H:16]([O:17][C:18](=[O:21])[O:19]4)[C@@H:15]([CH2:22][OH:23])[O:14]3)[C:4]=2[N:5]=[CH:6][N:7]=1.C(N(CC)CC)C.[SH2:31], predict the reaction product. The product is: [NH2:1][C:2]1[C:3]2[C:10]([C:11](=[S:31])[NH2:12])=[CH:9][N:8]([C@H:13]3[C@H:20]4[C@H:16]([O:17][C:18](=[O:21])[O:19]4)[C@@H:15]([CH2:22][OH:23])[O:14]3)[C:4]=2[N:5]=[CH:6][N:7]=1. (5) Given the reactants Br[C:2]1[CH:3]=[C:4]([CH:8]2[C:17]([CH3:19])([CH3:18])[CH2:16][C:15]3[C:10](=[CH:11][CH:12]=[C:13]([C:20]([OH:22])=[O:21])[CH:14]=3)[NH:9]2)[CH:5]=[CH:6][CH:7]=1.[CH3:23][NH:24][CH2:25][CH2:26][NH:27][CH3:28].Cl.CN(C)CC(O)=O.C(=O)([O-])[O-].[K+].[K+], predict the reaction product. The product is: [CH3:18][C:17]1([CH3:19])[CH2:16][C:15]2[C:10](=[CH:11][CH:12]=[C:13]([C:20]([OH:22])=[O:21])[CH:14]=2)[NH:9][CH:8]1[C:4]1[CH:5]=[CH:6][CH:7]=[C:2]([N:24]([CH3:23])[CH2:25][CH2:26][NH:27][CH3:28])[CH:3]=1. (6) Given the reactants [CH3:1][O:2][C:3]1[CH:11]=[CH:10][C:6]([C:7]([OH:9])=[O:8])=[C:5]([CH3:12])[CH:4]=1.S(Cl)(Cl)=O.[CH3:17]O, predict the reaction product. The product is: [CH3:17][O:8][C:7](=[O:9])[C:6]1[CH:10]=[CH:11][C:3]([O:2][CH3:1])=[CH:4][C:5]=1[CH3:12]. (7) Given the reactants CO[C:3]([C:5]1[N:6]=[C:7]([C:23]#[N:24])[C:8]2[C:13]([C:14]=1[OH:15])=[CH:12][CH:11]=[C:10]([O:16][C:17]1[CH:22]=[CH:21][CH:20]=[CH:19][CH:18]=1)[CH:9]=2)=[O:4].[NH2:25][C:26]1([CH2:30][C:31]([OH:33])=[O:32])[CH2:29][CH2:28][CH2:27]1.C[O-].[Na+].Cl, predict the reaction product. The product is: [C:23]([C:7]1[C:8]2[C:13](=[CH:12][CH:11]=[C:10]([O:16][C:17]3[CH:18]=[CH:19][CH:20]=[CH:21][CH:22]=3)[CH:9]=2)[C:14]([OH:15])=[C:5]([C:3]([NH:25][C:26]2([CH2:30][C:31]([OH:33])=[O:32])[CH2:29][CH2:28][CH2:27]2)=[O:4])[N:6]=1)#[N:24]. (8) Given the reactants [C:1]1(=O)[O:6][C:4](=[O:5])[C:3]2=[CH:7][CH:8]=[CH:9][CH:10]=[C:2]12.[C:12]1([Mg]Br)[CH:17]=[CH:16][CH:15]=[CH:14][CH:13]=1.Cl, predict the reaction product. The product is: [C:12]1([C:1]2([C:2]3[CH:3]=[CH:7][CH:8]=[CH:9][CH:10]=3)[C:2]3[C:3](=[CH:7][CH:8]=[CH:9][CH:10]=3)[C:4](=[O:5])[O:6]2)[CH:17]=[CH:16][CH:15]=[CH:14][CH:13]=1. (9) Given the reactants [Br:1][C:2]1[CH:6]=[C:5]([C:7]([O:9]CC)=[O:8])[O:4][N:3]=1.[OH-].[Na+].Cl, predict the reaction product. The product is: [Br:1][C:2]1[CH:6]=[C:5]([C:7]([OH:9])=[O:8])[O:4][N:3]=1. (10) Given the reactants [N+:1]([C:4]1[CH:9]=[C:8]([N+:10]([O-:12])=[O:11])[CH:7]=[CH:6][C:5]=1F)([O-:3])=[O:2].[CH:14]([C:16]1[CH:21]=[CH:20][C:19]([OH:22])=[CH:18][CH:17]=1)=[CH2:15].C([O-])([O-])=O.[K+].[K+].O, predict the reaction product. The product is: [CH:14]([C:16]1[CH:21]=[CH:20][C:19]([O:22][C:5]2[CH:6]=[CH:7][C:8]([N+:10]([O-:12])=[O:11])=[CH:9][C:4]=2[N+:1]([O-:3])=[O:2])=[CH:18][CH:17]=1)=[CH2:15].